From a dataset of Full USPTO retrosynthesis dataset with 1.9M reactions from patents (1976-2016). Predict the reactants needed to synthesize the given product. (1) Given the product [CH2:19]([C:15]1[CH:14]=[C:13]([CH:18]=[CH:17][CH:16]=1)[CH2:12][NH:11][CH2:10][C@@H:9]([OH:21])[C@@H:8]([NH:7][C:1](=[O:4])[CH3:2])[CH2:22][C:23]1[CH:28]=[CH:27][CH:26]=[C:25]([O:29][CH2:30][CH2:31][CH2:32][CH2:33][CH2:34][CH3:35])[CH:24]=1)[CH3:20], predict the reactants needed to synthesize it. The reactants are: [C:1]([OH:4])(=O)[CH3:2].Cl.Cl.[NH2:7][C@@H:8]([CH2:22][C:23]1[CH:28]=[CH:27][CH:26]=[C:25]([O:29][CH2:30][CH2:31][CH2:32][CH2:33][CH2:34][CH3:35])[CH:24]=1)[C@H:9]([OH:21])[CH2:10][NH:11][CH2:12][C:13]1[CH:18]=[CH:17][CH:16]=[C:15]([CH2:19][CH3:20])[CH:14]=1.CN(C(ON1N=NC2C=CC=NC1=2)=[N+](C)C)C.F[P-](F)(F)(F)(F)F.C(N(CC)C(C)C)(C)C. (2) Given the product [Br:1][C:2]1[CH:3]=[C:4]([O:48][CH3:36])[C:5]([NH:8][C@H:9]2[CH2:13][CH2:12][CH2:11][C@@H:10]2[NH:14][C:15](=[O:27])[C:16]2[CH:21]=[CH:20][CH:19]=[CH:18][C:17]=2[N:22]2[N:26]=[CH:25][CH:24]=[N:23]2)=[N:6][CH:7]=1, predict the reactants needed to synthesize it. The reactants are: [Br:1][C:2]1[CH:3]=[CH:4][C:5]([NH:8][C@H:9]2[CH2:13][CH2:12][CH2:11][C@@H:10]2[NH:14][C:15](=[O:27])[C:16]2[CH:21]=[CH:20][CH:19]=[CH:18][C:17]=2[N:22]2[N:26]=[CH:25][CH:24]=[N:23]2)=[N:6][CH:7]=1.Cl.N[C@H]1CCC[C@@H]1N[C:36](=[O:48])C1C=CC=CC=1N1N=CC=N1.BrC1C=C(OC)C(Cl)=NC=1.CC(C)([O-])C.[Na+].C1C=CC(P(C2C(C3C(P(C4C=CC=CC=4)C4C=CC=CC=4)=CC=C4C=3C=CC=C4)=C3C(C=CC=C3)=CC=2)C2C=CC=CC=2)=CC=1. (3) Given the product [C:28]([C:25]1[O:24][C:23]([C:10]2[CH:9]=[C:8]([OH:7])[CH:13]=[CH:12][C:11]=2[C:14]2[CH:19]=[C:18]([O:20][CH3:21])[CH:17]=[CH:16][C:15]=2[F:22])=[N:27][N:26]=1)([CH3:31])([CH3:29])[CH3:30], predict the reactants needed to synthesize it. The reactants are: C([O:7][C:8]1[CH:13]=[CH:12][C:11]([C:14]2[CH:19]=[C:18]([O:20][CH3:21])[CH:17]=[CH:16][C:15]=2[F:22])=[C:10]([C:23]2[O:24][C:25]([C:28]([CH3:31])([CH3:30])[CH3:29])=[N:26][N:27]=2)[CH:9]=1)(=O)C(C)(C)C.[OH-].[Na+].O.Cl. (4) Given the product [Br:1][C:2]1[CH:3]=[CH:4][C:5]([Cl:16])=[C:6]([CH:15]=1)[CH2:7][C:8]1[CH:13]=[CH:12][C:11]([O:14][CH2:24][C:25]([O:27][CH2:28][CH3:29])=[O:26])=[CH:10][CH:9]=1, predict the reactants needed to synthesize it. The reactants are: [Br:1][C:2]1[CH:3]=[CH:4][C:5]([Cl:16])=[C:6]([CH:15]=1)[CH2:7][C:8]1[CH:13]=[CH:12][C:11]([OH:14])=[CH:10][CH:9]=1.C(=O)([O-])[O-].[Cs+].[Cs+].Br[CH2:24][C:25]([O:27][CH2:28][CH3:29])=[O:26]. (5) Given the product [F:18][C:15]1[CH:16]=[N:17][C:2]([O:27][C:24]2[CH:25]=[CH:26][C:21]([S:20][CH3:19])=[C:22]([CH3:28])[CH:23]=2)=[C:3]([CH:14]=1)[C:4]([NH:6][C@H:7]1[CH2:12][CH2:11][C@H:10]([OH:13])[CH2:9][CH2:8]1)=[O:5], predict the reactants needed to synthesize it. The reactants are: Cl[C:2]1[N:17]=[CH:16][C:15]([F:18])=[CH:14][C:3]=1[C:4]([NH:6][C@H:7]1[CH2:12][CH2:11][C@H:10]([OH:13])[CH2:9][CH2:8]1)=[O:5].[CH3:19][S:20][C:21]1[CH:26]=[CH:25][C:24]([OH:27])=[CH:23][C:22]=1[CH3:28].C(=O)([O-])[O-].[Cs+].[Cs+]. (6) Given the product [CH2:9]([N:14]1[CH:13]=[C:12]2[C:7](=[CH:8][CH:9]([C:23]3[CH:28]=[CH:27][CH:26]=[C:25]([O:29][CH3:30])[CH:24]=3)[C:10](=[O:22])[NH:11]2)[C:6]([OH:31])=[C:5]1[C:3]([NH:32][CH2:33][CH2:34][C:35]([OH:37])=[O:36])=[O:4])[C:23]1[CH:28]=[CH:27][CH:26]=[CH:25][CH:24]=1, predict the reactants needed to synthesize it. The reactants are: CO[C:3]([C:5]1[C:6]([OH:31])=[C:7]2[C:12](=[CH:13][N:14]=1)[N:11](CC1C=CC=CC=1)[C:10](=[O:22])[C:9]([C:23]1[CH:28]=[CH:27][CH:26]=[C:25]([O:29][CH3:30])[CH:24]=1)=[CH:8]2)=[O:4].[NH2:32][CH2:33][CH2:34][C:35]([OH:37])=[O:36].C[O-].[Na+]. (7) Given the product [F:1][C:2]1[CH:3]=[CH:4][C:5]([S:8]([C:11]2[CH:12]=[C:13]([CH:30]=[CH:31][C:32]=2[OH:33])[CH2:14][C:15]2[C:27]([CH3:28])=[CH:26][C:18]([O:19][CH2:20][C:21]([OH:23])=[O:22])=[CH:17][C:16]=2[CH3:29])(=[O:10])=[O:9])=[CH:6][CH:7]=1, predict the reactants needed to synthesize it. The reactants are: [F:1][C:2]1[CH:7]=[CH:6][C:5]([S:8]([C:11]2[CH:12]=[C:13]([CH:30]=[CH:31][C:32]=2[OH:33])[CH2:14][C:15]2[C:27]([CH3:28])=[CH:26][C:18]([O:19][CH2:20][C:21]([O:23]CC)=[O:22])=[CH:17][C:16]=2[CH3:29])(=[O:10])=[O:9])=[CH:4][CH:3]=1.